Dataset: Peptide-MHC class I binding affinity with 185,985 pairs from IEDB/IMGT. Task: Regression. Given a peptide amino acid sequence and an MHC pseudo amino acid sequence, predict their binding affinity value. This is MHC class I binding data. (1) The peptide sequence is YPALMPLY. The MHC is Patr-B1301 with pseudo-sequence Patr-B1301. The binding affinity (normalized) is 0.506. (2) The peptide sequence is RYDDGQSIY. The MHC is HLA-B46:01 with pseudo-sequence HLA-B46:01. The binding affinity (normalized) is 0.0847. (3) The MHC is HLA-B14:02 with pseudo-sequence HLA-B14:02. The peptide sequence is TFVPIAWAAAY. The binding affinity (normalized) is 0.0847. (4) The peptide sequence is RRRWRRLTV. The MHC is HLA-B08:01 with pseudo-sequence HLA-B08:01. The binding affinity (normalized) is 0.453. (5) The peptide sequence is FIAEIDHWI. The MHC is HLA-B08:01 with pseudo-sequence HLA-B08:01. The binding affinity (normalized) is 0.0847. (6) The peptide sequence is PMKRTALAL. The MHC is HLA-E01:03 with pseudo-sequence HLA-E01:03. The binding affinity (normalized) is 0.0944. (7) The peptide sequence is SPRWYFYYL. The MHC is HLA-B54:01 with pseudo-sequence HLA-B54:01. The binding affinity (normalized) is 0.400. (8) The peptide sequence is TLVDICFWS. The MHC is HLA-A02:02 with pseudo-sequence HLA-A02:02. The binding affinity (normalized) is 0.708. (9) The peptide sequence is IEPRGAQAL. The MHC is HLA-E01:03 with pseudo-sequence HLA-E01:03. The binding affinity (normalized) is 0. (10) The peptide sequence is EEQTDPKTL. The MHC is HLA-B08:01 with pseudo-sequence HLA-B08:01. The binding affinity (normalized) is 0.0847.